This data is from Forward reaction prediction with 1.9M reactions from USPTO patents (1976-2016). The task is: Predict the product of the given reaction. (1) Given the reactants C([O:3][C:4](=[O:31])[CH2:5][C:6]1[N:7]=[C:8]([NH:11][C:12](=[O:30])[CH:13]([O:21][C:22]2[CH:27]=[CH:26][C:25]([O:28][CH3:29])=[CH:24][CH:23]=2)[CH2:14][CH:15]2[CH2:20][CH2:19][CH2:18][CH2:17][CH2:16]2)[S:9][CH:10]=1)C.[OH-].[Na+], predict the reaction product. The product is: [CH:15]1([CH2:14][CH:13]([O:21][C:22]2[CH:23]=[CH:24][C:25]([O:28][CH3:29])=[CH:26][CH:27]=2)[C:12]([NH:11][C:8]2[S:9][CH:10]=[C:6]([CH2:5][C:4]([OH:31])=[O:3])[N:7]=2)=[O:30])[CH2:20][CH2:19][CH2:18][CH2:17][CH2:16]1. (2) Given the reactants [CH:1]1([C:6]2[C:7]([O:22]S(C3C=CC(C)=CC=3)(=O)=O)=[N:8][N:9]3[C:14]=2[C:13]([CH3:15])=[N:12][N:11]=[C:10]3[C:16]2[CH:21]=[CH:20][CH:19]=[CH:18][CH:17]=2)[CH2:5][CH2:4][CH2:3][CH2:2]1.[CH2:33]([N:35]1[C:39]([CH2:40]O)=[N:38][CH:37]=[N:36]1)[CH3:34].[H-].[Na+].O, predict the reaction product. The product is: [CH:1]1([C:6]2[C:7]([O:22][CH2:40][C:39]3[N:35]([CH2:33][CH3:34])[N:36]=[CH:37][N:38]=3)=[N:8][N:9]3[C:14]=2[C:13]([CH3:15])=[N:12][N:11]=[C:10]3[C:16]2[CH:21]=[CH:20][CH:19]=[CH:18][CH:17]=2)[CH2:2][CH2:3][CH2:4][CH2:5]1. (3) Given the reactants [F:1][C:2]1[CH:3]=[CH:4][CH:5]=[C:6]2[C:11]=1[N:10]=[C:9]([C:12]1[CH:17]=[CH:16][CH:15]=[C:14]([C:18]#[C:19][C@:20]([OH:28])([C:22]3[O:23][C:24]([CH3:27])=[CH:25][N:26]=3)[CH3:21])[CH:13]=1)[N:8]=[C:7]2[C:29]([O:31]CC)=O.[NH3:34], predict the reaction product. The product is: [F:1][C:2]1[CH:3]=[CH:4][CH:5]=[C:6]2[C:11]=1[N:10]=[C:9]([C:12]1[CH:17]=[CH:16][CH:15]=[C:14]([C:18]#[C:19][C@:20]([OH:28])([C:22]3[O:23][C:24]([CH3:27])=[CH:25][N:26]=3)[CH3:21])[CH:13]=1)[N:8]=[C:7]2[C:29]([NH2:34])=[O:31]. (4) Given the reactants [Br:1][C:2]1[C:3](=[O:34])[N:4]([C:19]2[CH:20]=[C:21]([C:26](=O)[CH2:27][C:28](OCC)=[O:29])[CH:22]=[CH:23][C:24]=2[CH3:25])[C:5]([CH3:18])=[CH:6][C:7]=1[O:8][CH2:9][C:10]1[CH:15]=[CH:14][C:13]([F:16])=[CH:12][C:11]=1[F:17].O.[NH2:36][NH2:37].NN, predict the reaction product. The product is: [Br:1][C:2]1[C:3](=[O:34])[N:4]([C:19]2[CH:20]=[C:21]([C:26]3[CH:27]=[C:28]([OH:29])[NH:37][N:36]=3)[CH:22]=[CH:23][C:24]=2[CH3:25])[C:5]([CH3:18])=[CH:6][C:7]=1[O:8][CH2:9][C:10]1[CH:15]=[CH:14][C:13]([F:16])=[CH:12][C:11]=1[F:17]. (5) The product is: [CH3:1][O:2][C:3]([C:5]1[CH:9]=[C:8]([CH2:35][O:34][C:31](=[O:33])[CH3:32])[S:7][C:6]=1[NH:12][C:13](=[O:24])[C:14]1[CH:19]=[CH:18][C:17]([O:20][CH3:21])=[C:16]([O:22][CH3:23])[CH:15]=1)=[O:4]. Given the reactants [CH3:1][O:2][C:3]([C:5]1[C:9](C)=[C:8](O)[S:7][C:6]=1[NH:12][C:13](=[O:24])[C:14]1[CH:19]=[CH:18][C:17]([O:20][CH3:21])=[C:16]([O:22][CH3:23])[CH:15]=1)=[O:4].N1C=CC=CC=1.[C:31]([O:34][C:35](=O)C)(=[O:33])[CH3:32], predict the reaction product.